Task: Predict the reactants needed to synthesize the given product.. Dataset: Full USPTO retrosynthesis dataset with 1.9M reactions from patents (1976-2016) Given the product [OH:8][NH:9][C:42]([C@@H:40]1[CH2:41][C@H:39]1[C:36]1[CH:35]=[CH:34][C:33]([NH:32][CH2:31][C:30]2[S:29][C:28]([C:45]3[CH:46]=[CH:47][C:48]([C:51]([F:53])([F:52])[F:54])=[CH:49][CH:50]=3)=[N:27][C:26]=2[CH3:25])=[CH:38][CH:37]=1)=[O:43], predict the reactants needed to synthesize it. The reactants are: CN(C([O:8][N:9]1N=NC2C=CC=NC1=2)=[N+](C)C)C.F[P-](F)(F)(F)(F)F.[CH3:25][C:26]1[N:27]=[C:28]([C:45]2[CH:50]=[CH:49][C:48]([C:51]([F:54])([F:53])[F:52])=[CH:47][CH:46]=2)[S:29][C:30]=1[CH2:31][NH:32][C:33]1[CH:38]=[CH:37][C:36]([C@@H:39]2[CH2:41][C@H:40]2[C:42](O)=[O:43])=[CH:35][CH:34]=1.Cl.NO.C([O-])(O)=O.[Na+].